This data is from Forward reaction prediction with 1.9M reactions from USPTO patents (1976-2016). The task is: Predict the product of the given reaction. (1) Given the reactants C(OC([N:8]1[CH:13]2[CH2:14][CH2:15][CH:9]1[C:10](=[O:16])[NH:11][CH2:12]2)=O)(C)(C)C.C(O)(C(F)(F)F)=O, predict the reaction product. The product is: [CH:9]12[NH:8][CH:13]([CH2:14][CH2:15]1)[CH2:12][NH:11][C:10]2=[O:16]. (2) Given the reactants I[C:2]1[C:3]2[C:4](=[CH:8][N:9]([CH2:11][C:12]3[CH:17]=[CH:16][C:15]([O:18][CH3:19])=[CH:14][CH:13]=3)[N:10]=2)[N:5]=[CH:6][CH:7]=1.CC1(C)C2C=CC=C(P(C3C=CC=CC=3)C3C=CC=CC=3)C=2OC2C1=CC=CC=2P(C1C=CC=CC=1)C1C=CC=CC=1.[F:62][C:63]1[C:64]([C:70]2[CH:75]=[C:74]([NH2:76])[CH:73]=[CH:72][N:71]=2)=[N:65][C:66]([CH3:69])=[CH:67][CH:68]=1.CC([O-])(C)C.[Na+], predict the reaction product. The product is: [F:62][C:63]1[C:64]([C:70]2[CH:75]=[C:74]([NH:76][C:2]3[C:3]4[C:4](=[CH:8][N:9]([CH2:11][C:12]5[CH:17]=[CH:16][C:15]([O:18][CH3:19])=[CH:14][CH:13]=5)[N:10]=4)[N:5]=[CH:6][CH:7]=3)[CH:73]=[CH:72][N:71]=2)=[N:65][C:66]([CH3:69])=[CH:67][CH:68]=1. (3) Given the reactants [H-].[Al+3].[Li+].[H-].[H-].[H-].[CH2:7]([N:14]1[C:18](=O)[CH2:17][CH:16]([C:20](OC)=[O:21])[CH2:15]1)[C:8]1[CH:13]=[CH:12][CH:11]=[CH:10][CH:9]=1.O.[OH-].[Na+], predict the reaction product. The product is: [CH2:7]([N:14]1[CH2:18][CH2:17][CH:16]([CH2:20][OH:21])[CH2:15]1)[C:8]1[CH:13]=[CH:12][CH:11]=[CH:10][CH:9]=1. (4) Given the reactants [C:1]1([S:7][CH2:8][CH2:9][C:10]([OH:12])=O)[CH:6]=[CH:5][CH:4]=[CH:3][CH:2]=1, predict the reaction product. The product is: [S:7]1[C:1]2[C:2](=[CH:3][CH:4]=[CH:5][CH:6]=2)[C:10](=[O:12])[CH2:9][CH2:8]1. (5) Given the reactants [CH2:1]([O:8][C:9]([C:11]1[CH:20]=[C:19]([O:21][CH2:22][C:23]2[CH:28]=[CH:27][CH:26]=[CH:25][CH:24]=2)[C:18]2[C:13](=[C:14]([O:30][CH2:31][C:32]3[CH:37]=[CH:36][CH:35]=[CH:34][CH:33]=3)[CH:15]=[C:16](Br)[CH:17]=2)[N:12]=1)=[O:10])[C:2]1[CH:7]=[CH:6][CH:5]=[CH:4][CH:3]=1.COC1C=CC(B(O)O)=CC=1.[F:49][C:50]1[CH:55]=[CH:54][C:53](B(O)O)=[CH:52][CH:51]=1, predict the reaction product. The product is: [CH2:1]([O:8][C:9]([C:11]1[CH:20]=[C:19]([O:21][CH2:22][C:23]2[CH:28]=[CH:27][CH:26]=[CH:25][CH:24]=2)[C:18]2[C:13](=[C:14]([O:30][CH2:31][C:32]3[CH:37]=[CH:36][CH:35]=[CH:34][CH:33]=3)[CH:15]=[C:16]([C:53]3[CH:54]=[CH:55][C:50]([F:49])=[CH:51][CH:52]=3)[CH:17]=2)[N:12]=1)=[O:10])[C:2]1[CH:7]=[CH:6][CH:5]=[CH:4][CH:3]=1. (6) Given the reactants [CH3:1][O:2][C:3](=[O:15])[C:4](=[O:14])[CH:5]([Cl:13])[C:6]1[CH:11]=[CH:10][C:9](F)=[CH:8][CH:7]=1.[CH3:16][C:17]1[CH:18]=[C:19]([CH:22]=[CH:23][C:24]=1[CH3:25])C=O.F[C:27]1C=CC(C=O)=CC=1, predict the reaction product. The product is: [CH3:1][O:2][C:3](=[O:15])[C:4](=[O:14])[C:5]([Cl:13])([C:19]1[CH:22]=[CH:23][C:24]([CH3:25])=[C:17]([CH3:16])[CH:18]=1)[C:6]1[CH:11]=[C:10]([CH3:27])[CH:9]=[CH:8][CH:7]=1. (7) Given the reactants [C:1]([C:4]1[CH:9]=[CH:8][C:7]([CH:10]([N:34]2[CH2:39][CH2:38][N:37]([CH:40]([CH3:42])[CH3:41])[CH2:36][CH2:35]2)[CH2:11][N:12]2[CH2:17][CH2:16][N:15]([CH2:18][CH2:19][CH2:20][CH2:21][C:22]3[C:31]4[C:26](=[CH:27][CH:28]=[CH:29][CH:30]=4)[CH:25]=[CH:24][C:23]=3[O:32][CH3:33])[CH2:14][CH2:13]2)=[CH:6][CH:5]=1)(=[O:3])[NH2:2].[ClH:43].C(OCC)(=O)C, predict the reaction product. The product is: [ClH:43].[ClH:43].[ClH:43].[ClH:43].[C:1]([C:4]1[CH:9]=[CH:8][C:7]([CH:10]([N:34]2[CH2:35][CH2:36][N:37]([CH:40]([CH3:42])[CH3:41])[CH2:38][CH2:39]2)[CH2:11][N:12]2[CH2:17][CH2:16][N:15]([CH2:18][CH2:19][CH2:20][CH2:21][C:22]3[C:31]4[C:26](=[CH:27][CH:28]=[CH:29][CH:30]=4)[CH:25]=[CH:24][C:23]=3[O:32][CH3:33])[CH2:14][CH2:13]2)=[CH:6][CH:5]=1)(=[O:3])[NH2:2].